This data is from Reaction yield outcomes from USPTO patents with 853,638 reactions. The task is: Predict the reaction yield, written as a fraction of the theoretical maximum amount of product (1.0 means a 100% yield; for example, 0.34 means a 34% yield). The reactants are Cl.Cl.[NH:3]1[CH2:6][CH:5]([C:7]2[C:8]([O:28][CH3:29])=[C:9]([CH:15]([N:17]3[C:21]4=[N:22][CH:23]=[N:24][C:25]([NH2:26])=[C:20]4[C:19]([CH3:27])=[N:18]3)[CH3:16])[CH:10]=[C:11]([Cl:14])[C:12]=2[CH3:13])[CH2:4]1.C(N(CC)CC)C.Br[CH:38]([C:41]([F:44])([F:43])[F:42])[CH2:39][OH:40].CN(C)C=O. The catalyst is C(#N)C.O. The product is [NH2:26][C:25]1[N:24]=[CH:23][N:22]=[C:21]2[N:17]([CH:15]([C:9]3[C:8]([O:28][CH3:29])=[C:7]([CH:5]4[CH2:4][N:3]([CH:38]([C:41]([F:44])([F:43])[F:42])[CH2:39][OH:40])[CH2:6]4)[C:12]([CH3:13])=[C:11]([Cl:14])[CH:10]=3)[CH3:16])[N:18]=[C:19]([CH3:27])[C:20]=12. The yield is 0.300.